From a dataset of Peptide-MHC class II binding affinity with 134,281 pairs from IEDB. Regression. Given a peptide amino acid sequence and an MHC pseudo amino acid sequence, predict their binding affinity value. This is MHC class II binding data. (1) The peptide sequence is DVKFPGGGQIVGVVY. The MHC is HLA-DQA10501-DQB10301 with pseudo-sequence HLA-DQA10501-DQB10301. The binding affinity (normalized) is 0.645. (2) The peptide sequence is ITQFILEHRAKGSCKYALPLRIPPSACLSPQ. The MHC is DRB1_1101 with pseudo-sequence DRB1_1101. The binding affinity (normalized) is 0.851. (3) The binding affinity (normalized) is 0.122. The MHC is HLA-DPA10201-DPB10101 with pseudo-sequence HLA-DPA10201-DPB10101. The peptide sequence is LLVKYAAGDGNIVAV.